Predict the reactants needed to synthesize the given product. From a dataset of Full USPTO retrosynthesis dataset with 1.9M reactions from patents (1976-2016). (1) Given the product [NH2:48][S:45]([C:42]1[CH:43]=[CH:44][C:39]([C:25]2[CH:24]=[CH:23][C:15]([C:16]([O:18][C:19]([CH3:20])([CH3:21])[CH3:22])=[O:17])=[C:14]([NH:13][C:12]3[CH:36]=[CH:37][C:9]([F:8])=[CH:10][CH:11]=3)[CH:26]=2)=[CH:40][CH:41]=1)(=[O:47])=[O:46], predict the reactants needed to synthesize it. The reactants are: C1(C)C=CC=CC=1.[F:8][C:9]1[CH:37]=[CH:36][C:12]([NH:13][C:14]2[CH:26]=[C:25](B3OC(C)(C)C(C)(C)O3)[CH:24]=[CH:23][C:15]=2[C:16]([O:18][C:19]([CH3:22])([CH3:21])[CH3:20])=[O:17])=[CH:11][CH:10]=1.Br[C:39]1[CH:44]=[CH:43][C:42]([S:45]([NH2:48])(=[O:47])=[O:46])=[CH:41][CH:40]=1.C(=O)([O-])O.[Na+]. (2) Given the product [CH3:6][O:7][C:8]1[CH:17]=[C:16]2[C:11]([C:12]([CH3:33])=[CH:13][C:14](=[O:32])[N:15]2[CH2:18][CH2:19][CH2:20][C:21]2([C:27]([O:29][CH2:30][CH3:31])=[O:28])[CH2:26][CH2:25][N:24]([CH2:41][CH2:42][S:43][C:44]3[S:45][CH:46]=[CH:47][CH:48]=3)[CH2:23][CH2:22]2)=[CH:10][CH:9]=1, predict the reactants needed to synthesize it. The reactants are: CN(C)C=O.[CH3:6][O:7][C:8]1[CH:17]=[C:16]2[C:11]([C:12]([CH3:33])=[CH:13][C:14](=[O:32])[N:15]2[CH2:18][CH2:19][CH2:20][C:21]2([C:27]([O:29][CH2:30][CH3:31])=[O:28])[CH2:26][CH2:25][NH:24][CH2:23][CH2:22]2)=[CH:10][CH:9]=1.C(=O)([O-])[O-].[K+].[K+].Br[CH2:41][CH2:42][S:43][C:44]1[S:45][CH:46]=[CH:47][CH:48]=1. (3) Given the product [CH3:15][C:5]1[CH:4]=[C:3]([CH2:2][OH:1])[N:7]([C:8]2[CH:13]=[CH:12][C:11]([O:14][CH2:23][CH2:24][CH2:25][N:26]3[CH2:30][CH2:29][CH2:28][CH2:27]3)=[CH:10][CH:9]=2)[N:6]=1, predict the reactants needed to synthesize it. The reactants are: [OH:1][CH2:2][C:3]1[N:7]([C:8]2[CH:13]=[CH:12][C:11]([OH:14])=[CH:10][CH:9]=2)[N:6]=[C:5]([CH3:15])[CH:4]=1.C(=O)([O-])[O-].[K+].[K+].Cl[CH2:23][CH2:24][CH2:25][N:26]1[CH2:30][CH2:29][CH2:28][CH2:27]1. (4) Given the product [CH3:13][O:14][C:15](=[O:45])[CH2:16][O:17][C:18]1[CH:23]=[CH:22][C:21]([O:24][CH2:25][C:26]#[C:27][C:28]2[CH:29]=[C:30]([C:2]#[C:1][C:3]3[CH:8]=[CH:7][C:6]([C:9]([F:10])([F:11])[F:12])=[CH:5][CH:4]=3)[CH:31]=[C:32]([C:34]#[C:35][CH2:36][N:37]3[CH2:42][CH2:41][O:40][CH2:39][CH2:38]3)[CH:33]=2)=[CH:20][C:19]=1[CH3:44], predict the reactants needed to synthesize it. The reactants are: [C:1]([C:3]1[CH:8]=[CH:7][C:6]([C:9]([F:12])([F:11])[F:10])=[CH:5][CH:4]=1)#[CH:2].[CH3:13][O:14][C:15](=[O:45])[CH2:16][O:17][C:18]1[CH:23]=[CH:22][C:21]([O:24][CH2:25][C:26]#[C:27][C:28]2[CH:33]=[C:32]([C:34]#[C:35][CH2:36][N:37]3[CH2:42][CH2:41][O:40][CH2:39][CH2:38]3)[CH:31]=[C:30](Br)[CH:29]=2)=[CH:20][C:19]=1[CH3:44].